From a dataset of Cav3 T-type calcium channel HTS with 100,875 compounds. Binary Classification. Given a drug SMILES string, predict its activity (active/inactive) in a high-throughput screening assay against a specified biological target. (1) The drug is O1c2cc(CNC(=O)Cn3nc(c4c(c3=O)cccc4)Cc3cccnc3)ccc2OC1. The result is 0 (inactive). (2) The compound is O=c1n(nc(c2c1cccc2)C(=O)NCC(OCC)=O)c1ccc(OCC)cc1. The result is 0 (inactive). (3) The molecule is O1c2c(OC1)ccc(NC(=O)Nc1cccnc1)c2. The result is 0 (inactive). (4) The molecule is s1c2c(CCCC2)cc1C(=O)N1CCN(CC1)C(=O)C1OCCC1. The result is 0 (inactive). (5) The drug is O=C1N(c2ccc(cc2)CC)C(=O)NC(=O)C1Cc1c(OC)cc(OC)cc1. The result is 0 (inactive). (6) The molecule is s1c(cc(C(=O)NCc2sccc2)c1)C. The result is 0 (inactive). (7) The compound is S(c1n(N)c(nn1)CCC)Cc1ccc(OC)cc1. The result is 0 (inactive). (8) The result is 0 (inactive). The molecule is O=C(N1CCN(CC1)c1ccccc1)Cc1c([nH]n(c1=O)CCC#N)C. (9) The compound is O(\N=C(/N)c1ccccc1)C(=O)C12CC3CC(C2)CC(C1)C3. The result is 0 (inactive).